Dataset: Catalyst prediction with 721,799 reactions and 888 catalyst types from USPTO. Task: Predict which catalyst facilitates the given reaction. Product: [CH:22]([NH:1][CH2:2][CH:3]([NH:14][C:15](=[O:21])[O:16][C:17]([CH3:18])([CH3:20])[CH3:19])[C:4]1[CH:9]=[CH:8][CH:7]=[C:6]([C:10]([F:13])([F:12])[F:11])[CH:5]=1)=[O:23]. Reactant: [NH2:1][CH2:2][CH:3]([NH:14][C:15](=[O:21])[O:16][C:17]([CH3:20])([CH3:19])[CH3:18])[C:4]1[CH:9]=[CH:8][CH:7]=[C:6]([C:10]([F:13])([F:12])[F:11])[CH:5]=1.[CH:22](OC1C=CC([N+]([O-])=O)=CC=1)=[O:23]. The catalyst class is: 1.